From a dataset of NCI-60 drug combinations with 297,098 pairs across 59 cell lines. Regression. Given two drug SMILES strings and cell line genomic features, predict the synergy score measuring deviation from expected non-interaction effect. (1) Drug 1: CC(CN1CC(=O)NC(=O)C1)N2CC(=O)NC(=O)C2. Drug 2: B(C(CC(C)C)NC(=O)C(CC1=CC=CC=C1)NC(=O)C2=NC=CN=C2)(O)O. Cell line: HS 578T. Synergy scores: CSS=3.21, Synergy_ZIP=-3.08, Synergy_Bliss=-4.92, Synergy_Loewe=-6.14, Synergy_HSA=-5.86. (2) Drug 1: CC1=CC2C(CCC3(C2CCC3(C(=O)C)OC(=O)C)C)C4(C1=CC(=O)CC4)C. Drug 2: CN1C2=C(C=C(C=C2)N(CCCl)CCCl)N=C1CCCC(=O)O.Cl. Cell line: NCI-H522. Synergy scores: CSS=13.0, Synergy_ZIP=-2.86, Synergy_Bliss=-1.19, Synergy_Loewe=-4.61, Synergy_HSA=-0.875.